Dataset: Full USPTO retrosynthesis dataset with 1.9M reactions from patents (1976-2016). Task: Predict the reactants needed to synthesize the given product. (1) Given the product [F:1][C:2]1[CH:7]=[CH:6][N:5]=[C:4]([NH:8][C:9](=[O:15])[O:10][C:11]([CH3:12])([CH3:14])[CH3:13])[C:3]=1[CH:24]=[O:25], predict the reactants needed to synthesize it. The reactants are: [F:1][C:2]1[CH:7]=[CH:6][N:5]=[C:4]([NH:8][C:9](=[O:15])[O:10][C:11]([CH3:14])([CH3:13])[CH3:12])[CH:3]=1.[Li]CCCC.CN([CH:24]=[O:25])C. (2) Given the product [CH3:1][O:2][C:3]([N:5]1[CH2:11][CH2:10][NH:9][S:6]1(=[O:8])=[O:7])=[O:4], predict the reactants needed to synthesize it. The reactants are: [CH3:1][O:2][C:3](=[N:5][S:6]([N+:9](CC)(CC)[CH2:10][CH3:11])(=[O:8])=[O:7])[O-:4].NCCO.